From a dataset of Forward reaction prediction with 1.9M reactions from USPTO patents (1976-2016). Predict the product of the given reaction. (1) Given the reactants [Cl:1][C:2]1[CH:27]=[CH:26][C:5]([CH2:6][N:7]2[C:15]3[C:10](=[CH:11][C:12]([CH:16]=[C:17]4[S:21][C:20](SCC)=[N:19][C:18]4=[O:25])=[CH:13][CH:14]=3)[CH:9]=[N:8]2)=[C:4]([C:28]([F:31])([F:30])[F:29])[CH:3]=1.[C:32]([O:36][C:37]([N:39]1[CH2:44][CH2:43][NH:42][C@@H:41]([CH2:45][OH:46])[CH2:40]1)=[O:38])([CH3:35])([CH3:34])[CH3:33], predict the reaction product. The product is: [C:32]([O:36][C:37]([N:39]1[CH2:44][CH2:43][N:42]([C:20]2[S:21][C:17](=[CH:16][C:12]3[CH:11]=[C:10]4[C:15](=[CH:14][CH:13]=3)[N:7]([CH2:6][C:5]3[CH:26]=[CH:27][C:2]([Cl:1])=[CH:3][C:4]=3[C:28]([F:29])([F:31])[F:30])[N:8]=[CH:9]4)[C:18](=[O:25])[N:19]=2)[CH:41]([CH2:45][OH:46])[CH2:40]1)=[O:38])([CH3:35])([CH3:34])[CH3:33]. (2) Given the reactants [F:1][C:2]1[CH:10]=[C:9]2[C:5]([CH:6]=[N:7][NH:8]2)=[CH:4][CH:3]=1.[OH-].[K+].[I:13]I, predict the reaction product. The product is: [F:1][C:2]1[CH:10]=[C:9]2[C:5]([C:6]([I:13])=[N:7][NH:8]2)=[CH:4][CH:3]=1. (3) Given the reactants Cl.[C:2]([C:4]1[N:5]([C:14]2[CH:27]=[CH:26][C:17]([CH2:18][NH:19][C:20]([C:22]3([NH2:25])[CH2:24][CH2:23]3)=[O:21])=[CH:16][CH:15]=2)[C:6]2[C:11]([CH:12]=1)=[CH:10][C:9]([F:13])=[CH:8][CH:7]=2)#[N:3].[CH3:28][O:29][C:30]1[CH:34]=[C:33]([C:35](O)=[O:36])[O:32][N:31]=1, predict the reaction product. The product is: [C:2]([C:4]1[N:5]([C:14]2[CH:15]=[CH:16][C:17]([CH2:18][NH:19][C:20]([C:22]3([NH:25][C:35]([C:33]4[O:32][N:31]=[C:30]([O:29][CH3:28])[CH:34]=4)=[O:36])[CH2:24][CH2:23]3)=[O:21])=[CH:26][CH:27]=2)[C:6]2[C:11]([CH:12]=1)=[CH:10][C:9]([F:13])=[CH:8][CH:7]=2)#[N:3]. (4) Given the reactants S([O-])([O-])(=O)=O.[Mg+2].[C:7]1([C:13]23[O:26][CH:14]2[CH2:15][CH2:16][C:17]2[C:22]3=[CH:21][C:20]3[O:23][CH2:24][O:25][C:19]=3[CH:18]=2)[CH:12]=[CH:11][CH:10]=[CH:9][CH:8]=1, predict the reaction product. The product is: [C:7]1([CH:13]2[C:14](=[O:26])[CH2:15][CH2:16][C:17]3[C:22]2=[CH:21][C:20]2[O:23][CH2:24][O:25][C:19]=2[CH:18]=3)[CH:8]=[CH:9][CH:10]=[CH:11][CH:12]=1.